This data is from TCR-epitope binding with 47,182 pairs between 192 epitopes and 23,139 TCRs. The task is: Binary Classification. Given a T-cell receptor sequence (or CDR3 region) and an epitope sequence, predict whether binding occurs between them. (1) The epitope is KLVALGINAV. The TCR CDR3 sequence is CSVEEGAGTEAFF. Result: 0 (the TCR does not bind to the epitope). (2) The epitope is VLWAHGFEL. The TCR CDR3 sequence is CASSPDIQAFF. Result: 0 (the TCR does not bind to the epitope). (3) The epitope is GLCTLVAML. The TCR CDR3 sequence is CASSPGTGGNSPLHF. Result: 1 (the TCR binds to the epitope).